From a dataset of Peptide-MHC class II binding affinity with 134,281 pairs from IEDB. Regression. Given a peptide amino acid sequence and an MHC pseudo amino acid sequence, predict their binding affinity value. This is MHC class II binding data. The peptide sequence is LVAEILRIISGGRLI. The MHC is DRB1_1501 with pseudo-sequence DRB1_1501. The binding affinity (normalized) is 0.584.